Dataset: Full USPTO retrosynthesis dataset with 1.9M reactions from patents (1976-2016). Task: Predict the reactants needed to synthesize the given product. (1) Given the product [CH3:9][O:10][C:11]1[CH:26]=[C:27]([NH:28][CH2:34][CH2:33][NH:32][C:30](=[O:31])[CH3:29])[CH:14]=[CH:15][CH:16]=1, predict the reactants needed to synthesize it. The reactants are: C1(C(C)C[CH2:9][O:10][C:11]2[CH:16]=[CH:15][CH:14]=CC=2NC2C=CC=CC=2)C=CC=CC=1.Cl[CH2:26][C:27]#[N:28].[CH3:29][C:30]([NH:32][CH2:33][CH2:34]C1C2C=C(OC)C=CC=2NC=1)=[O:31]. (2) Given the product [Cl:1][C:2]1[CH:7]=[C:6]2[NH:8][C:9](=[O:32])[C:10]3([CH:15]([C:16]4[CH:21]=[CH:20][CH:19]=[C:18]([Cl:22])[CH:17]=4)[CH2:14][CH2:13][NH:12][CH:11]3[C:24]3[CH:29]=[CH:28][C:27]([F:30])=[CH:26][C:25]=3[F:31])[C:5]2=[CH:4][CH:3]=1, predict the reactants needed to synthesize it. The reactants are: [Cl:1][C:2]1[CH:7]=[C:6]2[NH:8][C:9](=[O:32])[C:10]3([CH:15]([C:16]4[CH:21]=[CH:20][CH:19]=[C:18]([Cl:22])[CH:17]=4)[CH2:14][C:13](=O)[NH:12][CH:11]3[C:24]3[CH:29]=[CH:28][C:27]([F:30])=[CH:26][C:25]=3[F:31])[C:5]2=[CH:4][CH:3]=1.[BH4-].[Na+]. (3) Given the product [C:1]([O:5][C:6](=[O:26])[N:7]([C@H:8]([C:10](=[O:24])[NH:11][C@@H:12]1[C:18](=[O:19])[N:17]([CH2:38][C:35]2[C:36]3[C:31](=[CH:30][CH:29]=[C:28]([Br:27])[CH:37]=3)[CH:32]=[CH:33][CH:34]=2)[C:16]2[CH:20]=[CH:21][CH:22]=[CH:23][C:15]=2[CH2:14][CH2:13]1)[CH3:9])[CH3:25])([CH3:4])([CH3:2])[CH3:3], predict the reactants needed to synthesize it. The reactants are: [C:1]([O:5][C:6](=[O:26])[N:7]([CH3:25])[C@H:8]([C:10](=[O:24])[NH:11][C@@H:12]1[C:18](=[O:19])[NH:17][C:16]2[CH:20]=[CH:21][CH:22]=[CH:23][C:15]=2[CH2:14][CH2:13]1)[CH3:9])([CH3:4])([CH3:3])[CH3:2].[Br:27][C:28]1[CH:37]=[C:36]2[C:31]([CH:32]=[CH:33][CH:34]=[C:35]2[CH2:38]Br)=[CH:30][CH:29]=1. (4) Given the product [CH:19]1([NH:18][C:16]([NH:15][C@H:14]2[CH2:13][O:12][C@@H:11]3[C@H:7]([OH:6])[CH2:8][O:9][C@H:10]23)=[O:17])[CH2:24][CH2:23][CH2:22][CH2:21][CH2:20]1, predict the reactants needed to synthesize it. The reactants are: C([Si](C)(C)[O:6][C@H:7]1[C@H:11]2[O:12][CH2:13][C@H:14]([NH:15][C:16]([NH:18][CH:19]3[CH2:24][CH2:23][CH2:22][CH2:21][CH2:20]3)=[O:17])[C@H:10]2[O:9][CH2:8]1)(C)(C)C.O1CCOCC1. (5) The reactants are: [NH2:1][C:2]1[N:3]=[C:4]([CH3:33])[C:5]2=[C:6]([CH2:8][C@H:9]([C:18]3[CH:23]=[CH:22][C:21]([F:24])=[CH:20][C:19]=3[C:25]3[CH:30]=[CH:29][CH:28]=[C:27]([O:31][CH3:32])[N:26]=3)[NH:10]/[C:11]/2=[N:12]\[O:13][CH2:14][C:15](O)=[O:16])[N:7]=1.CN(C(ON1N=NC2C=CC=CC1=2)=[N+](C)C)C.F[P-](F)(F)(F)(F)F.CCN(CC)CC.[F:65][C@@H:66]1[CH2:70][CH2:69][NH:68][CH2:67]1. Given the product [NH2:1][C:2]1[N:3]=[C:4]([CH3:33])[C:5]2=[C:6]([CH2:8][C@H:9]([C:18]3[CH:23]=[CH:22][C:21]([F:24])=[CH:20][C:19]=3[C:25]3[CH:30]=[CH:29][CH:28]=[C:27]([O:31][CH3:32])[N:26]=3)[NH:10]/[C:11]/2=[N:12]\[O:13][CH2:14][C:15]([N:68]2[CH2:69][CH2:70][C@@H:66]([F:65])[CH2:67]2)=[O:16])[N:7]=1, predict the reactants needed to synthesize it. (6) Given the product [CH3:37][N:38]([CH3:39])[C:33]([CH:29]1[CH2:28][N:27]([C:23]2[C:22]([CH3:36])=[C:21]([C:7]3[C:8]4[C:9]5[C:14](=[CH:13][C:12]([C:17]([OH:20])([CH3:18])[CH3:19])=[CH:11][CH:10]=5)[NH:15][C:16]=4[C:4]([C:1]([NH2:2])=[O:3])=[CH:5][CH:6]=3)[CH:26]=[CH:25][CH:24]=2)[C:31](=[O:32])[CH2:30]1)=[O:35], predict the reactants needed to synthesize it. The reactants are: [C:1]([C:4]1[C:16]2[NH:15][C:14]3[C:9](=[CH:10][CH:11]=[C:12]([C:17]([OH:20])([CH3:19])[CH3:18])[CH:13]=3)[C:8]=2[C:7]([C:21]2[C:22]([CH3:36])=[C:23]([N:27]3[C:31](=[O:32])[CH2:30][CH:29]([C:33]([OH:35])=O)[CH2:28]3)[CH:24]=[CH:25][CH:26]=2)=[CH:6][CH:5]=1)(=[O:3])[NH2:2].[CH3:37][NH:38][CH3:39].C(Cl)CCl.C1C=CC2N(O)N=NC=2C=1. (7) The reactants are: [C:1]([CH2:3][NH:4][C:5]([C@@H:7]([NH:17][C:18]([C:20]1S[C:23]2[N:24]([CH3:31])N=C(C(F)(F)F)[C:22]=2[CH:21]=1)=[O:19])[CH2:8][C:9]1[C:14](F)=CC=C[C:10]=1F)=[O:6])#[N:2].N1C(C)=CC=CC=1C.[F:41][C:42]([F:55])([F:54])[S:43]([O:46]S(C(F)(F)F)(=O)=O)(=[O:45])=[O:44]. Given the product [C:1]([CH2:3][NH:4][C:5]([C@@H:7]([NH:17][C:18]([C:20]1[CH:21]=[CH:22][C:23]([O:46][S:43]([C:42]([F:55])([F:54])[F:41])(=[O:45])=[O:44])=[N:24][CH:31]=1)=[O:19])[CH2:8][CH:9]([CH3:10])[CH3:14])=[O:6])#[N:2], predict the reactants needed to synthesize it.